From a dataset of Peptide-MHC class I binding affinity with 185,985 pairs from IEDB/IMGT. Regression. Given a peptide amino acid sequence and an MHC pseudo amino acid sequence, predict their binding affinity value. This is MHC class I binding data. (1) The peptide sequence is AQGLVASIK. The MHC is HLA-A33:01 with pseudo-sequence HLA-A33:01. The binding affinity (normalized) is 0.0424. (2) The peptide sequence is IIPFIAYFV. The MHC is HLA-B35:01 with pseudo-sequence HLA-B35:01. The binding affinity (normalized) is 0.0366. (3) The peptide sequence is YFQTRHYLHTL. The MHC is Patr-A0901 with pseudo-sequence Patr-A0901. The binding affinity (normalized) is 0.733.